This data is from Catalyst prediction with 721,799 reactions and 888 catalyst types from USPTO. The task is: Predict which catalyst facilitates the given reaction. Reactant: [Cl:1][C:2]1[CH:7]=[C:6]([Cl:8])[CH:5]=[CH:4][C:3]=1[C:9]1[C:14]([N:15]2C(=O)C3C(=CC=CC=3)C2=O)=[CH:13][N:12]=[C:11]([NH:26][CH2:27][CH2:28][NH:29][C:30]2[CH:35]=[CH:34][C:33]([N+:36]([O-:38])=[O:37])=[CH:32][N:31]=2)[N:10]=1.NN. Product: [NH2:15][C:14]1[C:9]([C:3]2[CH:4]=[CH:5][C:6]([Cl:8])=[CH:7][C:2]=2[Cl:1])=[N:10][C:11]([NH:26][CH2:27][CH2:28][NH:29][C:30]2[CH:35]=[CH:34][C:33]([N+:36]([O-:38])=[O:37])=[CH:32][N:31]=2)=[N:12][CH:13]=1. The catalyst class is: 8.